Dataset: Full USPTO retrosynthesis dataset with 1.9M reactions from patents (1976-2016). Task: Predict the reactants needed to synthesize the given product. (1) Given the product [Cl:6][C:1]1[CH:2]=[CH:14][C:13]2[C:18](=[C:19]([F:21])[CH:20]=[C:11]([F:10])[CH:12]=2)[N:17]=1, predict the reactants needed to synthesize it. The reactants are: [C:1]([Cl:6])(=O)[C:2](Cl)=O.ClCCl.[F:10][C:11]1[CH:12]=[C:13]2[C:18](=[C:19]([F:21])[CH:20]=1)[NH:17]C(=O)C=[CH:14]2.C([O-])(O)=O.[Na+]. (2) Given the product [CH2:39]([O:38][C:36]([C:26]1[C:25]2[CH:41]=[C:21]([C:17]3[CH:16]=[C:15]([CH:20]=[CH:19][CH:18]=3)[C:13]([OH:14])=[O:12])[C:22]([N:42]([CH3:47])[S:43]([CH3:46])(=[O:45])=[O:44])=[CH:23][C:24]=2[O:28][C:27]=1[C:29]1[CH:30]=[CH:31][C:32]([F:35])=[CH:33][CH:34]=1)=[O:37])[CH3:40], predict the reactants needed to synthesize it. The reactants are: C(O)(C(F)(F)F)=O.C([O:12][C:13]([C:15]1[CH:16]=[C:17]([C:21]2[C:22]([N:42]([CH3:47])[S:43]([CH3:46])(=[O:45])=[O:44])=[CH:23][C:24]3[O:28][C:27]([C:29]4[CH:34]=[CH:33][C:32]([F:35])=[CH:31][CH:30]=4)=[C:26]([C:36]([O:38][CH2:39][CH3:40])=[O:37])[C:25]=3[CH:41]=2)[CH:18]=[CH:19][CH:20]=1)=[O:14])(C)(C)C.